This data is from Full USPTO retrosynthesis dataset with 1.9M reactions from patents (1976-2016). The task is: Predict the reactants needed to synthesize the given product. (1) Given the product [CH3:1][O:2][C:3]1[CH:8]=[CH:7][C:6]2[CH2:9][C:10](=[O:12])[C:24]3[CH:25]=[CH:26][CH:27]=[C:22]([CH3:21])[C:23]=3[CH2:13][C:5]=2[CH:4]=1, predict the reactants needed to synthesize it. The reactants are: [CH3:1][O:2][C:3]1[CH:8]=[CH:7][C:6]([CH2:9][C:10]([OH:12])=O)=[C:5]([CH2:13]C2C=CC=CC=2C)[CH:4]=1.[CH2:21]([C:23]1[CH:24]=[C:25](OC)[CH:26]=[CH:27][C:22]=1[CH2:21]C(O)=O)[C:22]1[CH:27]=[CH:26][CH:25]=[CH:24][CH:23]=1. (2) The reactants are: [Cl:1][C:2]1[C:7]([Cl:8])=[C:6]([Cl:9])[N:5]=[C:4]([C:10](Cl)=[O:11])[CH:3]=1.[NH2:13][C:14]1[CH:19]=[CH:18][CH:17]=[CH:16][C:15]=1[OH:20].C(N(CC)CC)C. Given the product [OH:20][C:15]1[CH:16]=[CH:17][CH:18]=[CH:19][C:14]=1[NH:13][C:10]([C:4]1[CH:3]=[C:2]([Cl:1])[C:7]([Cl:8])=[C:6]([Cl:9])[N:5]=1)=[O:11], predict the reactants needed to synthesize it.